The task is: Predict the product of the given reaction.. This data is from Forward reaction prediction with 1.9M reactions from USPTO patents (1976-2016). Given the reactants Cl[C:2]1[C:11]2[C:6](=[CH:7][C:8]([O:14][CH2:15][CH2:16][CH2:17][N:18]3[CH2:23][CH2:22][O:21][CH2:20][CH2:19]3)=[C:9]([O:12][CH3:13])[CH:10]=2)[N:5]=[CH:4][N:3]=1.[NH2:24][C:25]1[CH:26]=[C:27]([NH:32][C:33]([C:35]2[CH:40]=[CH:39][N:38]=[C:37]([N:41]3[CH2:46][CH2:45][O:44][CH2:43][CH2:42]3)[CH:36]=2)=[O:34])[CH:28]=[CH:29][C:30]=1[CH3:31], predict the reaction product. The product is: [CH3:13][O:12][C:9]1[CH:10]=[C:11]2[C:6](=[CH:7][C:8]=1[O:14][CH2:15][CH2:16][CH2:17][N:18]1[CH2:23][CH2:22][O:21][CH2:20][CH2:19]1)[N:5]=[CH:4][N:3]=[C:2]2[NH:24][C:25]1[CH:26]=[C:27]([NH:32][C:33]([C:35]2[CH:40]=[CH:39][N:38]=[C:37]([N:41]3[CH2:46][CH2:45][O:44][CH2:43][CH2:42]3)[CH:36]=2)=[O:34])[CH:28]=[CH:29][C:30]=1[CH3:31].